Task: Regression. Given two drug SMILES strings and cell line genomic features, predict the synergy score measuring deviation from expected non-interaction effect.. Dataset: NCI-60 drug combinations with 297,098 pairs across 59 cell lines (1) Drug 1: CC1=C(C(=CC=C1)Cl)NC(=O)C2=CN=C(S2)NC3=CC(=NC(=N3)C)N4CCN(CC4)CCO. Drug 2: CC1CCCC2(C(O2)CC(NC(=O)CC(C(C(=O)C(C1O)C)(C)C)O)C(=CC3=CSC(=N3)C)C)C. Cell line: 786-0. Synergy scores: CSS=45.2, Synergy_ZIP=2.19, Synergy_Bliss=3.24, Synergy_Loewe=3.10, Synergy_HSA=4.50. (2) Synergy scores: CSS=23.8, Synergy_ZIP=-1.34, Synergy_Bliss=-5.77, Synergy_Loewe=-9.01, Synergy_HSA=-5.21. Drug 2: CCCS(=O)(=O)NC1=C(C(=C(C=C1)F)C(=O)C2=CNC3=C2C=C(C=N3)C4=CC=C(C=C4)Cl)F. Cell line: 786-0. Drug 1: C1=C(C(=O)NC(=O)N1)N(CCCl)CCCl. (3) Drug 1: CCCS(=O)(=O)NC1=C(C(=C(C=C1)F)C(=O)C2=CNC3=C2C=C(C=N3)C4=CC=C(C=C4)Cl)F. Drug 2: C(CN)CNCCSP(=O)(O)O. Cell line: M14. Synergy scores: CSS=9.37, Synergy_ZIP=-16.7, Synergy_Bliss=-31.1, Synergy_Loewe=-66.9, Synergy_HSA=-31.3. (4) Drug 1: CC(CN1CC(=O)NC(=O)C1)N2CC(=O)NC(=O)C2. Drug 2: CS(=O)(=O)OCCCCOS(=O)(=O)C. Cell line: SK-MEL-5. Synergy scores: CSS=21.2, Synergy_ZIP=-2.22, Synergy_Bliss=4.64, Synergy_Loewe=-3.73, Synergy_HSA=2.06. (5) Drug 1: COC1=C2C(=CC3=C1OC=C3)C=CC(=O)O2. Drug 2: CC(C)CN1C=NC2=C1C3=CC=CC=C3N=C2N. Cell line: SN12C. Synergy scores: CSS=0.571, Synergy_ZIP=0.236, Synergy_Bliss=1.46, Synergy_Loewe=-12.6, Synergy_HSA=-5.89. (6) Drug 1: C1=CC(=CC=C1CCCC(=O)O)N(CCCl)CCCl. Drug 2: CN1C(=O)N2C=NC(=C2N=N1)C(=O)N. Cell line: BT-549. Synergy scores: CSS=17.9, Synergy_ZIP=-3.56, Synergy_Bliss=5.18, Synergy_Loewe=-6.98, Synergy_HSA=2.54.